This data is from Catalyst prediction with 721,799 reactions and 888 catalyst types from USPTO. The task is: Predict which catalyst facilitates the given reaction. (1) Product: [CH2:1]([O:3][C:4](=[O:20])[CH:5]([N:6]=[C:7]([C:14]1[CH:19]=[CH:18][CH:17]=[CH:16][CH:15]=1)[C:8]1[CH:9]=[CH:10][CH:11]=[CH:12][CH:13]=1)[CH2:28][C:29]1[CH:34]=[CH:33][C:32]([Cl:35])=[CH:31][C:30]=1[CH3:36])[CH3:2]. The catalyst class is: 148. Reactant: [CH2:1]([O:3][C:4](=[O:20])[CH2:5][N:6]=[C:7]([C:14]1[CH:19]=[CH:18][CH:17]=[CH:16][CH:15]=1)[C:8]1[CH:13]=[CH:12][CH:11]=[CH:10][CH:9]=1)[CH3:2].CC(C)([O-])C.[K+].Br[CH2:28][C:29]1[CH:34]=[CH:33][C:32]([Cl:35])=[CH:31][C:30]=1[CH3:36]. (2) Reactant: [CH3:1][NH:2][CH3:3].O1CCCC1.[F:9][C:10]1[CH:18]=[CH:17][C:16]([I:19])=[CH:15][C:11]=1[C:12](Cl)=[O:13]. Product: [F:9][C:10]1[CH:18]=[CH:17][C:16]([I:19])=[CH:15][C:11]=1[C:12]([N:2]([CH3:3])[CH3:1])=[O:13]. The catalyst class is: 4. (3) Reactant: [NH2:1][C:2]1[CH:3]=[C:4]([S:8]([C:11]2[CH:16]=[CH:15][C:14]([CH2:17][CH2:18][NH:19][C:20](=[O:25])[C:21]([F:24])([F:23])[F:22])=[CH:13][CH:12]=2)(=[O:10])=[O:9])[CH:5]=[CH:6][CH:7]=1.C(N(CC)C(C)C)(C)C.[C:35](OC(=O)C)(=[O:37])[CH3:36]. Product: [C:35]([NH:1][C:2]1[CH:3]=[C:4]([S:8]([C:11]2[CH:12]=[CH:13][C:14]([CH2:17][CH2:18][NH:19][C:20](=[O:25])[C:21]([F:24])([F:22])[F:23])=[CH:15][CH:16]=2)(=[O:10])=[O:9])[CH:5]=[CH:6][CH:7]=1)(=[O:37])[CH3:36]. The catalyst class is: 119.